This data is from TCR-epitope binding with 47,182 pairs between 192 epitopes and 23,139 TCRs. The task is: Binary Classification. Given a T-cell receptor sequence (or CDR3 region) and an epitope sequence, predict whether binding occurs between them. The epitope is KLPDDFTGCV. The TCR CDR3 sequence is CASSQEAALSTEAFF. Result: 1 (the TCR binds to the epitope).